Dataset: Forward reaction prediction with 1.9M reactions from USPTO patents (1976-2016). Task: Predict the product of the given reaction. (1) Given the reactants [O:1]1[C:5]2[CH:6]=[CH:7][C:8]([C:10]([OH:12])=O)=[CH:9][C:4]=2[O:3][CH2:2]1.N[NH:14][C@@H:15]([CH2:20][OH:21])[CH2:16][CH:17]([CH3:19])[CH3:18], predict the reaction product. The product is: [OH:21][CH2:20][C@H:15]([NH:14][C:10]([C:8]1[CH:7]=[CH:6][C:5]2[O:1][CH2:2][O:3][C:4]=2[CH:9]=1)=[O:12])[CH2:16][CH:17]([CH3:19])[CH3:18]. (2) Given the reactants [CH2:1]([O:3][C:4](=[O:18])[CH2:5][C:6]1[CH:11]=[CH:10][C:9](I)=[C:8]([O:13][CH2:14][CH:15]2[CH2:17][CH2:16]2)[CH:7]=1)[CH3:2].[F:19][C:20]([F:31])([F:30])[C:21]1[CH:26]=[CH:25][C:24](B(O)O)=[CH:23][CH:22]=1.[F-].[Cs+].CCOC(C)=O, predict the reaction product. The product is: [CH2:1]([O:3][C:4](=[O:18])[CH2:5][C:6]1[CH:11]=[CH:10][C:9]([C:24]2[CH:25]=[CH:26][C:21]([C:20]([F:31])([F:30])[F:19])=[CH:22][CH:23]=2)=[C:8]([O:13][CH2:14][CH:15]2[CH2:17][CH2:16]2)[CH:7]=1)[CH3:2]. (3) The product is: [CH3:7][C:4]1[N:3]([C@H:8]2[CH2:12][C@@:11]([CH:18]([CH3:20])[CH3:19])([C:13]([O:15][CH3:16])=[O:14])[CH:10]=[CH:9]2)[C:2]([CH3:1])=[CH:6][CH:5]=1. Given the reactants [CH3:1][C:2]1[N:3]([C@H:8]2[CH2:12][C@@H:11]([C:13]([O:15][CH3:16])=[O:14])[CH:10]=[CH:9]2)[C:4]([CH3:7])=[CH:5][CH:6]=1.I[CH:18]([CH3:20])[CH3:19], predict the reaction product. (4) Given the reactants Cl[C:2]1[N:3]=[C:4]([NH:12][CH:13]2[CH2:16][CH2:15][CH2:14]2)[C:5]2[CH:10]=[C:9]([CH3:11])[NH:8][C:6]=2[N:7]=1.[NH2:17][C:18]1[CH:26]=[C:25]2[C:21]([CH:22]=[N:23][NH:24]2)=[CH:20][CH:19]=1.C[Si](Cl)(C)C, predict the reaction product. The product is: [CH:13]1([NH:12][C:4]2[C:5]3[CH:10]=[C:9]([CH3:11])[NH:8][C:6]=3[N:7]=[C:2]([NH:17][C:18]3[CH:26]=[C:25]4[C:21]([CH:22]=[N:23][NH:24]4)=[CH:20][CH:19]=3)[N:3]=2)[CH2:16][CH2:15][CH2:14]1. (5) Given the reactants CON(C)[C:4]([C:6]1[C:15](=[O:16])[C:14]2[C:9](=[CH:10][CH:11]=[CH:12][CH:13]=2)[N:8]([CH2:17][C:18]2[CH:23]=[CH:22][CH:21]=[C:20]([Br:24])[N:19]=2)[CH:7]=1)=[O:5].I[C:27]1[N:31]([CH3:32])[C:30]([CH3:33])=[N:29][CH:28]=1.C([Mg]Cl)(C)C, predict the reaction product. The product is: [Br:24][C:20]1[N:19]=[C:18]([CH2:17][N:8]2[C:9]3[C:14](=[CH:13][CH:12]=[CH:11][CH:10]=3)[C:15](=[O:16])[C:6]([C:4]([C:27]3[N:31]([CH3:32])[C:30]([CH3:33])=[N:29][CH:28]=3)=[O:5])=[CH:7]2)[CH:23]=[CH:22][CH:21]=1. (6) Given the reactants I[C:2]1[N:3]=[C:4]2[C:10]3[CH:11]=[CH:12][C:13]([C:15]([O:17]C)=[O:16])=[CH:14][C:9]=3[O:8][CH2:7][CH2:6][N:5]2[CH:19]=1.[CH:20]([N:23]1[C:27](B2OC(C)(C)C(C)(C)O2)=[CH:26][CH:25]=[N:24]1)([CH3:22])[CH3:21].C(=O)([O-])[O-].[K+].[K+].C(#N)C, predict the reaction product. The product is: [CH:20]([N:23]1[C:27]([C:2]2[N:3]=[C:4]3[C:10]4[CH:11]=[CH:12][C:13]([C:15]([OH:17])=[O:16])=[CH:14][C:9]=4[O:8][CH2:7][CH2:6][N:5]3[CH:19]=2)=[CH:26][CH:25]=[N:24]1)([CH3:22])[CH3:21]. (7) The product is: [NH2:1][C:2]1[N:7]=[CH:6][C:5]([CH:8]2[CH2:13][NH:12][C:11](=[O:14])[CH2:10][CH2:9]2)=[CH:4][C:3]=1[Br:22]. Given the reactants [NH2:1][C:2]1[N:7]=[CH:6][C:5]([CH:8]2[CH2:13][NH:12][C:11](=[O:14])[CH2:10][CH2:9]2)=[CH:4][CH:3]=1.C1C(=O)N([Br:22])C(=O)C1, predict the reaction product. (8) Given the reactants Br[C:2]1[CH:7]=[CH:6][CH:5]=[CH:4][C:3]=1[C:8]1[N:9]([CH2:23][C:24]2[CH:29]=[CH:28][C:27]([C:30]([CH3:33])([CH3:32])[CH3:31])=[CH:26][CH:25]=2)[C:10](=[O:22])[C:11]([C:15]([NH:17][CH2:18][C:19]([OH:21])=[O:20])=[O:16])=[C:12]([OH:14])[N:13]=1.[C:34]([C:38]1[CH:43]=[CH:42][C:41](B(O)O)=[CH:40][CH:39]=1)([CH3:37])([CH3:36])[CH3:35].C(=O)([O-])[O-].[Na+].[Na+].Cl, predict the reaction product. The product is: [CH3:35][C:34]([C:38]1[CH:43]=[CH:42][C:41]([C:2]2[CH:7]=[CH:6][CH:5]=[CH:4][C:3]=2[C:8]2[N:9]([CH2:23][C:24]3[CH:29]=[CH:28][C:27]([C:30]([CH3:33])([CH3:32])[CH3:31])=[CH:26][CH:25]=3)[C:10](=[O:22])[C:11]([C:15]([NH:17][CH2:18][C:19]([OH:21])=[O:20])=[O:16])=[C:12]([OH:14])[N:13]=2)=[CH:40][CH:39]=1)([CH3:37])[CH3:36]. (9) The product is: [C:23]([C:27]1[N:28]=[C:29]([N:36]2[CH2:37][C:38]3([CH2:39][O:40][CH2:41]3)[CH2:42]2)[C:30]2[N:35]=[N:34][N:33]([CH2:8][C:9]3[N:10]([CH:5]4[CH2:1][CH2:4]4)[N:13]=[N:12][N:11]=3)[C:31]=2[N:32]=1)([CH3:26])([CH3:24])[CH3:25]. Given the reactants [C:1]([C:5]1N=C(N2CCC(F)(F)C2)[C:8]2[N:13]=[N:12][N:11](CC)[C:9]=2[N:10]=1)([CH3:4])(C)C.[C:23]([C:27]1[N:28]=[C:29]([N:36]2[CH2:42][C:38]3([CH2:41][O:40][CH2:39]3)[CH2:37]2)[C:30]2[N:35]=[N:34][NH:33][C:31]=2[N:32]=1)([CH3:26])([CH3:25])[CH3:24].ClCC1N(C2CC2)N=NN=1, predict the reaction product.